Dataset: Peptide-MHC class II binding affinity with 134,281 pairs from IEDB. Task: Regression. Given a peptide amino acid sequence and an MHC pseudo amino acid sequence, predict their binding affinity value. This is MHC class II binding data. (1) The peptide sequence is EKKYFAATQFERLAA. The MHC is HLA-DQA10301-DQB10302 with pseudo-sequence HLA-DQA10301-DQB10302. The binding affinity (normalized) is 0.353. (2) The peptide sequence is RRMWASAQNISGAGW. The MHC is HLA-DPA10201-DPB10501 with pseudo-sequence HLA-DPA10201-DPB10501. The binding affinity (normalized) is 0.112.